Dataset: Forward reaction prediction with 1.9M reactions from USPTO patents (1976-2016). Task: Predict the product of the given reaction. (1) The product is: [CH:29]([CH:5]1[C:4]2[C:8](=[C:9]([CH3:11])[CH:10]=[C:2]([C:37]3[CH:38]=[CH:39][C:34]([C:33]([F:44])([F:43])[F:32])=[CH:35][CH:36]=3)[CH:3]=2)[N:7]([S:12]([C:15]2[CH:27]=[CH:26][C:18]([O:19][CH2:20][C:21]([OH:23])=[O:22])=[C:17]([CH3:28])[CH:16]=2)(=[O:14])=[O:13])[CH2:6]1)([CH3:30])[CH3:31]. Given the reactants Br[C:2]1[CH:3]=[C:4]2[C:8](=[C:9]([CH3:11])[CH:10]=1)[N:7]([S:12]([C:15]1[CH:27]=[CH:26][C:18]([O:19][CH2:20][C:21]([O:23]CC)=[O:22])=[C:17]([CH3:28])[CH:16]=1)(=[O:14])=[O:13])[CH2:6][CH:5]2[CH:29]([CH3:31])[CH3:30].[F:32][C:33]([F:44])([F:43])[C:34]1[CH:39]=[CH:38][C:37](B(O)O)=[CH:36][CH:35]=1.C(=O)([O-])[O-].[Na+].[Na+], predict the reaction product. (2) Given the reactants [F:1][C:2]1[CH:34]=[C:33]([NH:35][S:36]([C:39]2[CH:44]=[CH:43][CH:42]=[CH:41][C:40]=2[O:45]C)(=[O:38])=[O:37])[CH:32]=[C:31]([F:47])[C:3]=1[C:4]([NH:6][C@H:7]([C:28]([OH:30])=[O:29])[CH2:8][C:9]1[CH:14]=[CH:13][C:12]([N:15]2[C:20](=[O:21])[C:19]3[CH:22]=[CH:23][N:24]=[CH:25][C:18]=3[N:17]([CH3:26])[C:16]2=[O:27])=[CH:11][N:10]=1)=[O:5].ClCCl.B(Br)(Br)Br.ClCCl, predict the reaction product. The product is: [F:1][C:2]1[CH:34]=[C:33]([NH:35][S:36]([C:39]2[CH:44]=[CH:43][CH:42]=[CH:41][C:40]=2[OH:45])(=[O:38])=[O:37])[CH:32]=[C:31]([F:47])[C:3]=1[C:4]([NH:6][C@H:7]([C:28]([OH:30])=[O:29])[CH2:8][C:9]1[CH:14]=[CH:13][C:12]([N:15]2[C:20](=[O:21])[C:19]3[CH:22]=[CH:23][N:24]=[CH:25][C:18]=3[N:17]([CH3:26])[C:16]2=[O:27])=[CH:11][N:10]=1)=[O:5]. (3) Given the reactants [Cl:1][C:2]1[N:7]=[C:6]([C:8]([OH:10])=[O:9])[CH:5]=[CH:4][N:3]=1.[CH:11]1(N=C=NC2CCCCC2)CCCC[CH2:12]1.CCO, predict the reaction product. The product is: [CH2:11]([O:9][C:8]([C:6]1[CH:5]=[CH:4][N:3]=[C:2]([Cl:1])[N:7]=1)=[O:10])[CH3:12]. (4) The product is: [F:13][C:14]([F:21])([F:20])[C:15]([NH:12][C@@H:2]([CH3:1])[C@H:3]([OH:11])[C:4]1[CH:9]=[CH:8][C:7]([OH:10])=[CH:6][CH:5]=1)=[O:16]. Given the reactants [CH3:1][C@H:2]([NH2:12])[C@H:3]([OH:11])[C:4]1[CH:9]=[CH:8][C:7]([OH:10])=[CH:6][CH:5]=1.[F:13][C:14]([F:21])([F:20])[C:15](OCC)=[O:16], predict the reaction product.